This data is from Catalyst prediction with 721,799 reactions and 888 catalyst types from USPTO. The task is: Predict which catalyst facilitates the given reaction. (1) Reactant: [C:1]1(=[O:11])[O:6][C:4](=O)[C:3]2=[CH:7][CH:8]=[CH:9][CH:10]=[C:2]12.[NH2:12][C:13]1[CH:14]=[C:15]([OH:19])[CH:16]=[CH:17][CH:18]=1. Product: [OH:19][C:15]1[CH:14]=[C:13]([N:12]2[C:1](=[O:11])[C:2]3=[CH:10][CH:9]=[CH:8][CH:7]=[C:3]3[C:4]2=[O:6])[CH:18]=[CH:17][CH:16]=1. The catalyst class is: 9. (2) Reactant: Br[C:2]1[CH:9]=[CH:8][C:5]([C:6]#[N:7])=[C:4]([Cl:10])[CH:3]=1.[CH3:11][C:12]1([CH3:20])[C:16](=[O:17])[CH:15]([CH3:18])[NH:14][C:13]1=[O:19].C(=O)([O-])[O-].[Cs+].[Cs+].C1(P(C2C=CC=CC=2)C2C3OC4C(=CC=CC=4P(C4C=CC=CC=4)C4C=CC=CC=4)C(C)(C)C=3C=CC=2)C=CC=CC=1. Product: [Cl:10][C:4]1[CH:3]=[C:2]([N:14]2[CH:15]([CH3:18])[C:16](=[O:17])[C:12]([CH3:20])([CH3:11])[C:13]2=[O:19])[CH:9]=[CH:8][C:5]=1[C:6]#[N:7]. The catalyst class is: 110.